Task: Binary Classification. Given a miRNA mature sequence and a target amino acid sequence, predict their likelihood of interaction.. Dataset: Experimentally validated miRNA-target interactions with 360,000+ pairs, plus equal number of negative samples (1) The miRNA is cel-miR-237-5p with sequence UCCCUGAGAAUUCUCGAACAGCU. The protein sequence of the target gene is MPTPDATTPQAKGFRRAVSELDAKQAEAIMVRGQGAPGPSLTGSPWPGTAAPAASYTPTPRSPRFIGRRQSLIEDARKEREAAVAAAAAAVPSEPGDPLEAVAFEEKEGKAVLNLLFSPRATKPSALSRAVKVFETFEAKIHHLETRPAQRPRAGGPHLEYFVRLEVRRGDLAALLSGVRQVSEDVRSPAGPKVPWFPRKVSELDKCHHLVTKFDPDLDLDHPGFSDQVYRQRRKLIAEIAFQYRHGDPIPRVEYTAEEIATWKEVYTTLKGLYATHACGEHLEAFALLERFSGYREDNI.... Result: 0 (no interaction). (2) The miRNA is hsa-miR-8082 with sequence UGAUGGAGCUGGGAAUACUCUG. The protein sequence of the target gene is MGEFNEKKATCGTVCLKYLLFTYNCCFWLAGLAVMAVGIWTLALKSDYISLLASSTYLATAYILVVAGVVVMVTGVLGCCATFKERRNLLRLYFILLLIIFLLEIIAGILAYVYYQQLNTELKENLKDTMVKRYHQSGHEGVSSAVDKLQQEFHCCGSNNSQDWQDSEWIRSGEADSRVVPDSCCKTMVAGCGKRDHASNIYKVEGGCITKLETFIQEHLRVIGAVGIGIACVQVFGMIFTCCLYRSLKLEHY. Result: 0 (no interaction). (3) The miRNA is hsa-miR-133b with sequence UUUGGUCCCCUUCAACCAGCUA. The protein sequence of the target gene is MQTIKCVVVGDGAVGKTCLLISYTTNKFPSEYVPTVFDNYAVTVMIGGEPYTLGLFDTAGQEDYDRLRPLSYPQTDVFLVCFSVVSPSSFENVKEKWVPEITHHCPKTPFLLVGTQIDLRDDPSTIEKLAKNKQKPITPETAEKLARDLKAVKYVECSALTQKGLKNVFDEAILAALEPPEPKKSRRCVLL. Result: 1 (interaction). (4) The miRNA is mmu-miR-362-5p with sequence AAUCCUUGGAACCUAGGUGUGAAU. The protein sequence of the target gene is MRTVWSPLAAALAALGMSTYKRATLDEEDLVDSLSEGDVYPNGLQVNFRSSRSGQRCWAARTSVEKRLVVLVTLLAAGLVACLAALGIQYQTRTPPVCLTEACVSVTSSILNSMDPTVDPCQDFFSYACGGWIKANPVPDGHSRWGTFSNLWEHNQAVIKHLLENATASVSEAERKAQVYYRACMNETRIEELRAKPLMELIEKLGGWNITGPWAKDNFQDTLQVVTAHYRTSPFFSVYVSADSKNSNSNVIQVDQSGLGLPSRDYYLNKTENEKVLTGYLNYMVQLGKLLGGGDEDAIR.... Result: 0 (no interaction).